This data is from Reaction yield outcomes from USPTO patents with 853,638 reactions. The task is: Predict the reaction yield, written as a fraction of the theoretical maximum amount of product (1.0 means a 100% yield; for example, 0.34 means a 34% yield). The reactants are Cl.[OH:2][C:3]1[C:4](=[O:15])[CH:5]=[C:6]([CH3:14])[N:7]([CH2:9][C:10]([F:13])([F:12])[F:11])[CH:8]=1.[CH3:16][N:17]([CH3:22])[CH2:18]N(C)C. The catalyst is C(O)C. The product is [CH3:16][N:17]([CH2:22][C:8]1[N:7]([CH2:9][C:10]([F:11])([F:12])[F:13])[C:6]([CH3:14])=[CH:5][C:4](=[O:15])[C:3]=1[OH:2])[CH3:18]. The yield is 0.700.